From a dataset of Forward reaction prediction with 1.9M reactions from USPTO patents (1976-2016). Predict the product of the given reaction. (1) Given the reactants [CH3:1][C:2]1([CH3:11])[O:6][C@@H:5]2[CH:7]=[CH:8][C@H:9]([OH:10])[C@@H:4]2[O:3]1, predict the reaction product. The product is: [CH3:1][C:2]1([CH3:11])[O:6][CH:5]2[CH:7]=[CH:8][C:9](=[O:10])[CH:4]2[O:3]1. (2) Given the reactants C(O[C:6](=O)[N:7]([C@@H:9]([CH3:44])[C:10]([NH:12][C@@H:13]([CH:38]1[CH2:43][CH2:42][CH2:41][CH2:40][CH2:39]1)[C:14]([N:16]1[C@H:21]([C:22](=[O:34])[NH:23][C@H:24]2[C:32]3[C:27](=[CH:28][CH:29]=[CH:30][CH:31]=3)[CH2:26][C@@H:25]2[F:33])[CH2:20][N:19]2[CH2:35][CH2:36][CH2:37][C@@H:18]2[CH2:17]1)=[O:15])=[O:11])C)(C)(C)C.C(OCC)(=O)C.[ClH:52], predict the reaction product. The product is: [ClH:52].[ClH:52].[CH:38]1([C@H:13]([NH:12][C:10](=[O:11])[C@H:9]([CH3:44])[NH:7][CH3:6])[C:14]([N:16]2[C@H:21]([C:22]([NH:23][C@H:24]3[C:32]4[C:27](=[CH:28][CH:29]=[CH:30][CH:31]=4)[CH2:26][C@@H:25]3[F:33])=[O:34])[CH2:20][N:19]3[CH2:35][CH2:36][CH2:37][C@@H:18]3[CH2:17]2)=[O:15])[CH2:43][CH2:42][CH2:41][CH2:40][CH2:39]1. (3) Given the reactants [CH2:1]([O:3][C:4]([C:6]1[C:7]([CH3:26])=[N:8][C:9]([NH:13][CH2:14]/[CH:15]=[CH:16]/B2OC(C)(C)C(C)(C)O2)=[N:10][C:11]=1[CH3:12])=[O:5])[CH3:2].Br[C:28]1[CH:29]=[CH:30][C:31]([CH3:35])=[C:32]([OH:34])[CH:33]=1.C(=O)([O-])[O-].[K+].[K+].CN(C=O)C, predict the reaction product. The product is: [CH2:1]([O:3][C:4]([C:6]1[C:11]([CH3:12])=[N:10][C:9]([NH:13][CH2:14]/[CH:15]=[CH:16]/[C:28]2[CH:29]=[CH:30][C:31]([CH3:35])=[C:32]([OH:34])[CH:33]=2)=[N:8][C:7]=1[CH3:26])=[O:5])[CH3:2]. (4) Given the reactants [F:1][C:2]1[CH:3]=[C:4]([C:9]2[CH:10]=[CH:11][C:12]3[N:13]([C:15]([CH2:18][NH:19][C:20]4[CH:21]=[CH:22][N:23]=[C:24]5[C:29]=4[N:28]=[CH:27][C:26]([C:30]4(O)[CH2:35][CH2:34][N:33](C(OC(C)(C)C)=O)[CH2:32][CH2:31]4)=[CH:25]5)=[N:16][N:17]=3)[N:14]=2)[CH:5]=[C:6]([F:8])[CH:7]=1.CCN(S(F)(F)[F:50])CC.C(O)(C(F)(F)F)=O, predict the reaction product. The product is: [F:8][C:6]1[CH:5]=[C:4]([C:9]2[CH:10]=[CH:11][C:12]3[N:13]([C:15]([CH2:18][NH:19][C:20]4[C:29]5[C:24](=[CH:25][C:26]([C:30]6([F:50])[CH2:35][CH2:34][NH:33][CH2:32][CH2:31]6)=[CH:27][N:28]=5)[N:23]=[CH:22][CH:21]=4)=[N:16][N:17]=3)[N:14]=2)[CH:3]=[C:2]([F:1])[CH:7]=1. (5) Given the reactants C(C1C=C(C(C)C(C2C=CC(Cl)=CC=2)([NH:13][C:14](=[O:29])[C:15]([O:18][C:19]2[CH:24]=[CH:23][C:22]([C:25]([F:28])([F:27])[F:26])=[CH:21][N:20]=2)([CH3:17])[CH3:16])C)C=C(F)C=1)#N.C(P(C(C)(C)C)C(C)(C)C)(C)(C)C, predict the reaction product. The product is: [F:28][C:25]([F:26])([F:27])[C:22]1[CH:23]=[CH:24][C:19]([O:18][C:15]([CH3:16])([CH3:17])[C:14]([NH2:13])=[O:29])=[N:20][CH:21]=1. (6) Given the reactants [Cl:1][C:2]1[C:11]2[N:10]=[C:9]([C:12]([CH3:14])=[CH2:13])[C:8]([CH2:15][C:16]3[CH:21]=[CH:20][C:19]([N:22]4[CH:26]=[CH:25][CH:24]=[N:23]4)=[CH:18][CH:17]=3)=[C:7]([CH3:27])[C:6]=2[C:5]([OH:28])=[CH:4][CH:3]=1.C(OCC)(=O)C, predict the reaction product. The product is: [Cl:1][C:2]1[C:11]2[N:10]=[C:9]([CH:12]([CH3:13])[CH3:14])[C:8]([CH2:15][C:16]3[CH:21]=[CH:20][C:19]([N:22]4[CH:26]=[CH:25][CH:24]=[N:23]4)=[CH:18][CH:17]=3)=[C:7]([CH3:27])[C:6]=2[C:5]([OH:28])=[CH:4][CH:3]=1. (7) The product is: [C:48]1([N:7]([C:1]2[CH:2]=[CH:3][CH:4]=[CH:5][CH:6]=2)[C:8]2[CH:13]=[CH:12][C:11]([C:14]3[S:18][C:17]([C:19]4[S:23][C:22]([C:24]5[S:28][C:27]([C:29]6[S:30][C:31]([CH:40]=[C:62]7[C:63](=[O:64])[N:58]([CH2:57][CH:56]([CH2:54][CH3:55])[CH2:69][CH2:70][CH2:71][CH3:72])[C:59](=[O:68])[C:60]([C:66]#[N:67])=[C:61]7[CH3:65])=[CH:32][C:33]=6[CH2:34][CH2:35][CH2:36][CH2:37][CH2:38][CH3:39])=[CH:26][CH:25]=5)=[CH:21][CH:20]=4)=[C:16]([CH2:42][CH2:43][CH2:44][CH2:45][CH2:46][CH3:47])[CH:15]=3)=[CH:10][CH:9]=2)[CH:49]=[CH:50][CH:51]=[CH:52][CH:53]=1. Given the reactants [C:1]1([N:7]([C:48]2[CH:53]=[CH:52][CH:51]=[CH:50][CH:49]=2)[C:8]2[CH:13]=[CH:12][C:11]([C:14]3[S:18][C:17]([C:19]4[S:23][C:22]([C:24]5[S:28][C:27]([C:29]6[S:30][C:31]([CH:40]=O)=[CH:32][C:33]=6[CH2:34][CH2:35][CH2:36][CH2:37][CH2:38][CH3:39])=[CH:26][CH:25]=5)=[CH:21][CH:20]=4)=[C:16]([CH2:42][CH2:43][CH2:44][CH2:45][CH2:46][CH3:47])[CH:15]=3)=[CH:10][CH:9]=2)[CH:6]=[CH:5][CH:4]=[CH:3][CH:2]=1.[CH2:54]([CH:56]([CH2:69][CH2:70][CH2:71][CH3:72])[CH2:57][N:58]1[C:63](=[O:64])[CH2:62][C:61]([CH3:65])=[C:60]([C:66]#[N:67])[C:59]1=[O:68])[CH3:55].ClCCl.N1C=CC=CC=1, predict the reaction product.